Dataset: HIV replication inhibition screening data with 41,000+ compounds from the AIDS Antiviral Screen. Task: Binary Classification. Given a drug SMILES string, predict its activity (active/inactive) in a high-throughput screening assay against a specified biological target. (1) The result is 0 (inactive). The molecule is CCN(CC)CCn1ccc(=O)c2cc3c(=O)ccn(CCN(CC)CC)c3c(C)c21. (2) The drug is Cc1cc2c(oc(=O)c3cc(C)sc32)s1. The result is 0 (inactive).